Dataset: Drug-target binding data from BindingDB using Ki measurements. Task: Regression. Given a target protein amino acid sequence and a drug SMILES string, predict the binding affinity score between them. We predict pKi (pKi = -log10(Ki in M); higher means stronger inhibition). Dataset: bindingdb_ki. (1) The small molecule is COc1ccccc1N1CCN(CCN(C(=O)c2ccc(F)c(C)c2)c2ccccn2)CC1. The target protein (Q61224) has sequence MSPPNQSLEGLPQEASNRSLNVTGAWDPEVLQALRISLVVVLSVITLATVLSNAFVLTTILLTKKLHTPANYLIGSLATTDLLVSILVMPISIAYTTTRTWNFGQILCDIWVSSDITCCTASILHLCVIALDRYWAITDALEYSKRRTAGHAAAMIAAVWIISICISIPPLFWRQATAHEEMSDCLVNTSQISYTIYSTCGAFYIPSILLIILYGRIYVAARSRILNPPSLYGKRFTTAQLITGSAGSSLCSLNPSLHESHTHTVGSPLFFNQVKIKLADSILERKRISAARERKATKTLGIILGAFIICWLPFFVVSLVLPICRDSCWIHPALFDFFTWLGYLNSLINPVIYTVFNEDFRQAFQKVVHFRKIS. The pKi is 8.5. (2) The pKi is 6.8. The target protein (A8MPY1) has sequence MVLAFQLVSFTYIWIILKPNVCAASNIKMTHQRCSSSMKQTCKQETRMKKDDSTKARPQKYEQLLHIEDNDFAMRPGFGGSPVPVGIDVHVESIDSISETNMDFTMTFYLRHYWKDERLSFPSTANKSMTFDHRLTRKIWVPDIFFVHSKRSFIHDTTMENIMLRVHPDGNVLLSLRITVSAMCFMDFSRFPLDTQNCSLELESYAYNEDDLMLYWKHGNKSLNTEEHMSLSQFFIEDFSASSGLAFYSSTGWYNRLFINFVLRRHVFFFVLQTYFPAILMVMLSWVSFWIDRRAVPARVSLGITTVLTMSTIITAVSASMPQVSYLKAVDVYLWVSSLFVFLSVIEYAAVNYLTTVEERKQFKKTGKISRMYNIDAVQAMAFDGCYHDSEIDMDQTSLSLNSEDFMRRKSICSPSTDSSRIKRRKSLGGHVGRIILENNHVIDTYSRILFPIVYILFNLFYWGVYV. The small molecule is O=C(O)Cc1cnc[nH]1. (3) The drug is O=C([O-])CC(C(=O)[O-])C(O)C(=O)[O-]. The target protein (P00808) has sequence MKLWFSTLKLKKAAAVLLFSCVALAGCANNQTNASQPAEKNEKTEMKDDFAKLEEQFDAKLGIFALDTGTNRTVAYRPDERFAFASTIKALTVGVLLQQKSIEDLNQRITYTRDDLVNYNPITEKHVDTGMTLKELADASLRYSDNAAQNLILKQIGGPESLKKELRKIGDEVTNPERFEPELNEVNPGETQDTSTARALVTSLRAFALEDKLPSEKRELLIDWMKRNTTGDALIRAGVPDGWEVADKTGAASYGTRNDIAIIWPPKGDPVVLAVLSSRDKKDAKYDDKLIAEATKVVMKALNMNGK. The pKi is 2.7. (4) The small molecule is COc1cccc(CCCc2ccccc2/C=C/C(=O)O)c1OCc1ccccc1. The target protein (P34995) has sequence MSPCGPLNLSLAGEATTCAAPWVPNTSAVPPSGASPALPIFSMTLGAVSNLLALALLAQAAGRLRRRRSAATFLLFVASLLATDLAGHVIPGALVLRLYTAGRAPAGGACHFLGGCMVFFGLCPLLLGCGMAVERCVGVTRPLLHAARVSVARARLALAAVAAVALAVALLPLARVGRYELQYPGTWCFIGLGPPGGWRQALLAGLFASLGLVALLAALVCNTLSGLALLRARWRRRSRRPPPASGPDSRRRWGAHGPRSASASSASSIASASTFFGGSRSSGSARRARAHDVEMVGQLVGIMVVSCICWSPMLVLVALAVGGWSSTSLQRPLFLAVRLASWNQILDPWVYILLRQAVLRQLLRLLPPRAGAKGGPAGLGLTPSAWEASSLRSSRHSGLSHF. The pKi is 5.0.